Dataset: Forward reaction prediction with 1.9M reactions from USPTO patents (1976-2016). Task: Predict the product of the given reaction. Given the reactants [CH2:1]([N:8]1[C:12]([C:13]2[CH:18]=[CH:17][CH:16]=[CH:15][CH:14]=2)=[C:11]([NH:19]C(=O)OCC[Si](C)(C)C)[CH:10]=[N:9]1)[C:2]1[CH:7]=[CH:6][CH:5]=[CH:4][CH:3]=1.O.[F-].C([N+](CCCC)(CCCC)CCCC)CCC.C1COCC1, predict the reaction product. The product is: [CH2:1]([N:8]1[C:12]([C:13]2[CH:14]=[CH:15][CH:16]=[CH:17][CH:18]=2)=[C:11]([NH2:19])[CH:10]=[N:9]1)[C:2]1[CH:3]=[CH:4][CH:5]=[CH:6][CH:7]=1.